From a dataset of NCI-60 drug combinations with 297,098 pairs across 59 cell lines. Regression. Given two drug SMILES strings and cell line genomic features, predict the synergy score measuring deviation from expected non-interaction effect. (1) Drug 1: CN1C(=O)N2C=NC(=C2N=N1)C(=O)N. Drug 2: CC1=C(C(=CC=C1)Cl)NC(=O)C2=CN=C(S2)NC3=CC(=NC(=N3)C)N4CCN(CC4)CCO. Cell line: UACC62. Synergy scores: CSS=13.5, Synergy_ZIP=-4.63, Synergy_Bliss=-2.27, Synergy_Loewe=-1.43, Synergy_HSA=0.0309. (2) Drug 1: CS(=O)(=O)CCNCC1=CC=C(O1)C2=CC3=C(C=C2)N=CN=C3NC4=CC(=C(C=C4)OCC5=CC(=CC=C5)F)Cl. Drug 2: CC1=C(C(=CC=C1)Cl)NC(=O)C2=CN=C(S2)NC3=CC(=NC(=N3)C)N4CCN(CC4)CCO. Cell line: OVCAR3. Synergy scores: CSS=46.3, Synergy_ZIP=-0.801, Synergy_Bliss=-0.560, Synergy_Loewe=1.29, Synergy_HSA=5.24. (3) Drug 1: C1CCN(CC1)CCOC2=CC=C(C=C2)C(=O)C3=C(SC4=C3C=CC(=C4)O)C5=CC=C(C=C5)O. Drug 2: CC1=C(C(=O)C2=C(C1=O)N3CC4C(C3(C2COC(=O)N)OC)N4)N. Cell line: EKVX. Synergy scores: CSS=10.3, Synergy_ZIP=-3.73, Synergy_Bliss=-2.49, Synergy_Loewe=-10.2, Synergy_HSA=-4.98. (4) Drug 1: C1=CC(=CC=C1C#N)C(C2=CC=C(C=C2)C#N)N3C=NC=N3. Cell line: MDA-MB-231. Drug 2: CCC1(CC2CC(C3=C(CCN(C2)C1)C4=CC=CC=C4N3)(C5=C(C=C6C(=C5)C78CCN9C7C(C=CC9)(C(C(C8N6C=O)(C(=O)OC)O)OC(=O)C)CC)OC)C(=O)OC)O.OS(=O)(=O)O. Synergy scores: CSS=-3.89, Synergy_ZIP=0.738, Synergy_Bliss=1.47, Synergy_Loewe=-16.2, Synergy_HSA=-9.38.